Regression/Classification. Given a drug SMILES string, predict its absorption, distribution, metabolism, or excretion properties. Task type varies by dataset: regression for continuous measurements (e.g., permeability, clearance, half-life) or binary classification for categorical outcomes (e.g., BBB penetration, CYP inhibition). Dataset: cyp3a4_veith. From a dataset of CYP3A4 inhibition data for predicting drug metabolism from PubChem BioAssay. (1) The molecule is COc1ncc2nc(-c3ccc(Cl)cc3)c(=O)n(Cc3cccs3)c2n1. The result is 1 (inhibitor). (2) The compound is CS(=O)(=O)N1CCC2(CCCN(Cc3ccncc3)C2)CC1. The result is 1 (inhibitor). (3) The drug is CSc1nsc(SC)c1C(=O)Nc1ccc(C)cc1. The result is 1 (inhibitor). (4) The molecule is CC(C)c1nc2ccccn2c1NC1CCCCC1. The result is 1 (inhibitor).